Dataset: Full USPTO retrosynthesis dataset with 1.9M reactions from patents (1976-2016). Task: Predict the reactants needed to synthesize the given product. (1) Given the product [N:8]1([C:6]([O:5][C:1]([CH3:4])([CH3:2])[CH3:3])=[O:7])[CH2:12][CH2:11][CH2:10][CH:9]1[C:13]([O:15][C:29]1([CH2:27][CH3:28])[CH2:33][CH2:32][CH2:31][CH2:30]1)=[O:14], predict the reactants needed to synthesize it. The reactants are: [C:1]([O:5][C:6]([N:8]1[CH2:12][CH2:11][CH2:10][CH:9]1[C:13]([OH:15])=[O:14])=[O:7])([CH3:4])([CH3:3])[CH3:2].CCN=C=NCCCN(C)C.[CH2:27]([C:29]1(O)[CH2:33][CH2:32][CH2:31][CH2:30]1)[CH3:28]. (2) Given the product [CH:25]1([N:17]2[C:15]3[N:16]=[C:11]([NH:10][C:7]4[CH:8]=[CH:9][C:4]([C:3]([OH:32])=[O:2])=[CH:5][N:6]=4)[N:12]=[CH:13][C:14]=3[CH:19]=[C:18]2[C:20](=[O:24])[N:21]([CH3:22])[CH3:23])[CH2:26][CH2:27][CH2:28][CH2:29][CH2:30][CH2:31]1, predict the reactants needed to synthesize it. The reactants are: C[O:2][C:3](=[O:32])[C:4]1[CH:9]=[CH:8][C:7]([NH:10][C:11]2[N:12]=[CH:13][C:14]3[CH:19]=[C:18]([C:20](=[O:24])[N:21]([CH3:23])[CH3:22])[N:17]([CH:25]4[CH2:31][CH2:30][CH2:29][CH2:28][CH2:27][CH2:26]4)[C:15]=3[N:16]=2)=[N:6][CH:5]=1.[Li+].[OH-].Cl. (3) Given the product [CH3:9][C:8]1([CH3:10])[CH:7]([C:11]([OH:16])=[O:21])[CH:6]1[C:4]([OH:3])=[O:5], predict the reactants needed to synthesize it. The reactants are: CC[O:3][C:4]([CH:6]1[C:8]([CH3:10])([CH3:9])[CH:7]1[CH:11]=C(C)C)=[O:5].[Mn]([O-])(=O)(=O)=[O:16].[K+].[OH2:21].S([O-])([O-])=O.[Na+].[Na+].